This data is from Forward reaction prediction with 1.9M reactions from USPTO patents (1976-2016). The task is: Predict the product of the given reaction. (1) Given the reactants [Cl:1][C:2]1[CH:7]=[CH:6][C:5]([C:8](=O)[CH2:9][C:10](=O)[C:11]([F:14])([F:13])[F:12])=[CH:4][CH:3]=1.[NH2:17][C:18]1[C:22]([C:23]2[CH:24]=[N:25][CH:26]=[CH:27][CH:28]=2)=[CH:21][NH:20][N:19]=1, predict the reaction product. The product is: [Cl:1][C:2]1[CH:7]=[CH:6][C:5]([C:8]2[CH:9]=[C:10]([C:11]([F:14])([F:13])[F:12])[N:19]3[N:20]=[CH:21][C:22]([C:23]4[CH:24]=[N:25][CH:26]=[CH:27][CH:28]=4)=[C:18]3[N:17]=2)=[CH:4][CH:3]=1. (2) Given the reactants [F:1][C@H:2]1[C@@H:7]([O:8][C:9]2[CH:16]=[CH:15][C:14]([C:17]3[N:22]=[C:21]([NH:23][C:24]4[CH:29]=[CH:28][C:27]([N:30]5[CH2:35][CH2:34][N:33]([CH:36]6[CH2:39][O:38][CH2:37]6)[CH2:32][CH2:31]5)=[CH:26][CH:25]=4)[N:20]=[CH:19][N:18]=3)=[CH:13][C:10]=2[C:11]#[N:12])[CH2:6][CH2:5][NH:4][CH2:3]1.C(N(CC)C(C)C)(C)C.CN(C(ON1N=NC2C=CC=NC1=2)=[N+](C)C)C.F[P-](F)(F)(F)(F)F.[Cl:73][C:74]1[CH:78]=[C:77]([C:79](O)=[O:80])[NH:76][N:75]=1, predict the reaction product. The product is: [Cl:73][C:74]1[CH:78]=[C:77]([C:79]([N:4]2[CH2:5][CH2:6][C@H:7]([O:8][C:9]3[CH:16]=[CH:15][C:14]([C:17]4[N:22]=[C:21]([NH:23][C:24]5[CH:29]=[CH:28][C:27]([N:30]6[CH2:31][CH2:32][N:33]([CH:36]7[CH2:39][O:38][CH2:37]7)[CH2:34][CH2:35]6)=[CH:26][CH:25]=5)[N:20]=[CH:19][N:18]=4)=[CH:13][C:10]=3[C:11]#[N:12])[C@H:2]([F:1])[CH2:3]2)=[O:80])[NH:76][N:75]=1. (3) Given the reactants [Cl:1][C:2]1[C:10]2[N:9]=[C:8]3[N:11]([C:15]4[C:16]([CH3:23])=[N:17][C:18]([O:21][CH3:22])=[CH:19][CH:20]=4)[CH2:12][CH2:13][CH2:14][N:7]3[C:6]=2[C:5]([CH:24]([CH:26]2[CH2:28][CH2:27]2)[OH:25])=[CH:4][CH:3]=1.N(C(N1CCCCC1)=O)=NC(N1CCCCC1)=O.C(P(CCCC)CCCC)CCC.[F:60][C:61]([F:65])([F:64])[CH2:62]O, predict the reaction product. The product is: [Cl:1][C:2]1[C:10]2[N:9]=[C:8]3[N:11]([C:15]4[C:16]([CH3:23])=[N:17][C:18]([O:21][CH3:22])=[CH:19][CH:20]=4)[CH2:12][CH2:13][CH2:14][N:7]3[C:6]=2[C:5]([CH:24]([CH:26]2[CH2:28][CH2:27]2)[O:25][CH2:62][C:61]([F:65])([F:64])[F:60])=[CH:4][CH:3]=1. (4) Given the reactants F[C:2]1[CH:3]=[C:4]([C:10]#[N:11])[C:5](=[CH:8][CH:9]=1)[C:6]#[N:7].[CH2:12]([CH:14]1[CH2:19][CH2:18][CH2:17][CH2:16][NH:15]1)[CH3:13], predict the reaction product. The product is: [CH2:12]([C@H:14]1[CH2:19][CH2:18][CH2:17][CH2:16][N:15]1[C:2]1[CH:3]=[C:4]([C:10]#[N:11])[C:5](=[CH:8][CH:9]=1)[C:6]#[N:7])[CH3:13]. (5) Given the reactants [CH3:1][O:2][C:3]1[CH:4]=[C:5]2[C:9](=[CH:10][C:11]=1[N+:12]([O-:14])=[O:13])[NH:8][CH2:7][CH2:6]2.[CH:15]([N:18]([CH:21]([CH3:23])C)[CH2:19]C)(C)C.[C:24](Cl)(=[O:27])C=C, predict the reaction product. The product is: [CH3:19][N:18]([CH3:15])[CH2:21][CH2:23][C:24]([N:8]1[C:9]2[C:5](=[CH:4][C:3]([O:2][CH3:1])=[C:11]([N+:12]([O-:14])=[O:13])[CH:10]=2)[CH2:6][CH2:7]1)=[O:27]. (6) Given the reactants CC(N(C)C)=O.Cl[C:8]1[N:13]=[CH:12][CH:11]=[CH:10][N:9]=1.[H-].[Na+].[Br:16][C:17]1[CH:23]=[CH:22][C:20]([NH2:21])=[C:19]([F:24])[CH:18]=1, predict the reaction product. The product is: [Br:16][C:17]1[CH:23]=[CH:22][C:20]([NH:21][C:8]2[N:13]=[CH:12][CH:11]=[CH:10][N:9]=2)=[C:19]([F:24])[CH:18]=1. (7) Given the reactants C([O:3][C:4](=[O:30])[CH2:5][C:6]1[N:14]2[C:9]([CH:10]=[C:11]([C:15]#[N:16])[CH:12]=[CH:13]2)=[C:8]([S:17][C:18]2[CH:23]=[CH:22][C:21]([S:24]([CH3:27])(=[O:26])=[O:25])=[C:20]([Cl:28])[CH:19]=2)[C:7]=1[CH3:29])C.O1CCCC1.[OH-].[Li+].Cl, predict the reaction product. The product is: [Cl:28][C:20]1[CH:19]=[C:18]([S:17][C:8]2[C:7]([CH3:29])=[C:6]([CH2:5][C:4]([OH:30])=[O:3])[N:14]3[C:9]=2[CH:10]=[C:11]([C:15]#[N:16])[CH:12]=[CH:13]3)[CH:23]=[CH:22][C:21]=1[S:24]([CH3:27])(=[O:26])=[O:25].